Dataset: Reaction yield outcomes from USPTO patents with 853,638 reactions. Task: Predict the reaction yield, written as a fraction of the theoretical maximum amount of product (1.0 means a 100% yield; for example, 0.34 means a 34% yield). (1) The reactants are [F-].C([N+](CCCC)(CCCC)CCCC)CCC.[CH2:19]([N:26]1[C:30]2=[N:31][CH:32]=[N:33][C:34]([O:35][C@@H:36]([CH2:47][O:48][CH2:49][CH2:50][O:51][Si](C(C)(C)C)(C3C=CC=CC=3)C3C=CC=CC=3)[C:37]([NH:39][C:40]3[CH:45]=[CH:44][C:43]([CH3:46])=[CH:42][N:41]=3)=[O:38])=[C:29]2[CH:28]=[N:27]1)[C:20]1[CH:25]=[CH:24][CH:23]=[CH:22][CH:21]=1. The catalyst is O1CCCC1. The product is [CH2:19]([N:26]1[C:30]2=[N:31][CH:32]=[N:33][C:34]([O:35][C@@H:36]([CH2:47][O:48][CH2:49][CH2:50][OH:51])[C:37]([NH:39][C:40]3[CH:45]=[CH:44][C:43]([CH3:46])=[CH:42][N:41]=3)=[O:38])=[C:29]2[CH:28]=[N:27]1)[C:20]1[CH:25]=[CH:24][CH:23]=[CH:22][CH:21]=1. The yield is 0.760. (2) The product is [Br:1][C:2]1[C:3]([CH3:11])=[C:4]([CH:8]=[CH:9][CH:10]=1)[C:5]([O:7][CH3:12])=[O:6]. The yield is 1.00. The reactants are [Br:1][C:2]1[C:3]([CH3:11])=[C:4]([CH:8]=[CH:9][CH:10]=1)[C:5]([OH:7])=[O:6].[C:12](=O)(O)[O-].[Na+].IC. The catalyst is CN(C=O)C. (3) The reactants are [Br:1][C:2]1[CH:3]=[C:4]([CH:8]=O)[CH:5]=[N:6][CH:7]=1.[C:10]([OH:16])(=[O:15])[CH2:11]C(O)=O.C([O-])(=O)C.[NH4+:21]. The catalyst is C(O)C. The product is [NH2:21][CH:8]([C:4]1[CH:5]=[N:6][CH:7]=[C:2]([Br:1])[CH:3]=1)[CH2:11][C:10]([OH:16])=[O:15]. The yield is 0.690. (4) The reactants are [CH2:1]1[CH2:6][C@H:5]([C:7]([OH:9])=[O:8])[CH2:4][CH2:3][C@H:2]1[CH2:10][NH2:11].[C:12]([O:17][CH:18]([O:22][C:23](ON1C(=O)CCC1=O)=[O:24])[CH:19]([CH3:21])[CH3:20])(=[O:16])[CH2:13][CH2:14][CH3:15]. The catalyst is CC(OC)(C)C.CC(C)=O.O. The product is [C:12]([O:17][CH:18]([O:22][C:23]([NH:11][CH2:10][C@H:2]1[CH2:3][CH2:4][C@H:5]([C:7]([OH:9])=[O:8])[CH2:6][CH2:1]1)=[O:24])[CH:19]([CH3:21])[CH3:20])(=[O:16])[CH2:13][CH2:14][CH3:15]. The yield is 0.750. (5) The reactants are [Cl:1][C:2]1[O:6][C:5]([CH2:7][C:8]2[CH:13]=[CH:12][C:11]([CH2:14][C:15](Cl)=[N:16][OH:17])=[CH:10][CH:9]=2)=[CH:4][CH:3]=1.O1CCCC1.[C:24]([C:26]1[CH:27]=[CH:28][C:29]([NH2:32])=[N:30][CH:31]=1)#[CH:25].C(N(CC)CC)C. The catalyst is O. The product is [Cl:1][C:2]1[O:6][C:5]([CH2:7][C:8]2[CH:13]=[CH:12][C:11]([CH2:14][C:15]3[CH:25]=[C:24]([C:26]4[CH:27]=[CH:28][C:29]([NH2:32])=[N:30][CH:31]=4)[O:17][N:16]=3)=[CH:10][CH:9]=2)=[CH:4][CH:3]=1. The yield is 0.0490. (6) The reactants are C[O:2][C:3]([C:5]1[CH:6]=[C:7]([Cl:29])[CH:8]=[C:9]2[C:14]=1[NH:13][CH:12]([C:15]1[CH:20]=[CH:19][CH:18]=[C:17]([N:21]3[CH2:26][CH2:25][O:24][CH2:23][CH2:22]3)[CH:16]=1)[C:11]([CH3:28])([CH3:27])[CH2:10]2)=[O:4].[OH-].[Na+].Cl. The catalyst is CO.O1CCCC1.O. The product is [Cl:29][C:7]1[CH:8]=[C:9]2[C:14](=[C:5]([C:3]([OH:4])=[O:2])[CH:6]=1)[NH:13][CH:12]([C:15]1[CH:20]=[CH:19][CH:18]=[C:17]([N:21]3[CH2:22][CH2:23][O:24][CH2:25][CH2:26]3)[CH:16]=1)[C:11]([CH3:28])([CH3:27])[CH2:10]2. The yield is 0.900. (7) The reactants are [CH3:1][S:2]([NH:5][C:6]1[CH:7]=[C:8]2[C:12](=[CH:13][CH:14]=1)[C:11](=[O:15])[N:10]([CH2:16][C:17]([O:19][CH2:20][C:21]1[CH:26]=[CH:25][CH:24]=[CH:23][CH:22]=1)=[O:18])[C:9]2=[O:27])(=[O:4])=[O:3].C([O-])([O-])=O.[K+].[K+].Br[CH2:35][CH2:36][OH:37]. The catalyst is C(#N)C. The product is [OH:37][CH2:36][CH2:35][N:5]([C:6]1[CH:7]=[C:8]2[C:12](=[CH:13][CH:14]=1)[C:11](=[O:15])[N:10]([CH2:16][C:17]([O:19][CH2:20][C:21]1[CH:26]=[CH:25][CH:24]=[CH:23][CH:22]=1)=[O:18])[C:9]2=[O:27])[S:2]([CH3:1])(=[O:3])=[O:4]. The yield is 0.960.